Dataset: Reaction yield outcomes from USPTO patents with 853,638 reactions. Task: Predict the reaction yield, written as a fraction of the theoretical maximum amount of product (1.0 means a 100% yield; for example, 0.34 means a 34% yield). (1) The reactants are [CH3:1][C:2]1[C:10]2[C:5](=[CH:6][C:7]([NH:11][C:12]3[N:13]=[C:14]([N:21]4[CH2:26][CH2:25][CH:24]([C:27]#[N:28])[CH2:23][CH2:22]4)[C:15]4[O:20][CH:19]=[CH:18][C:16]=4[N:17]=3)=[CH:8][CH:9]=2)[NH:4][N:3]=1.Cl.[NH2:30][OH:31].C([O-])(O)=O.[Na+]. The catalyst is CO. The product is [OH:31][N:30]=[C:27]([CH:24]1[CH2:25][CH2:26][N:21]([C:14]2[C:15]3[O:20][CH:19]=[CH:18][C:16]=3[N:17]=[C:12]([NH:11][C:7]3[CH:6]=[C:5]4[C:10]([C:2]([CH3:1])=[N:3][NH:4]4)=[CH:9][CH:8]=3)[N:13]=2)[CH2:22][CH2:23]1)[NH2:28]. The yield is 0.220. (2) The reactants are [Cl:1][C:2]1[C:3]([F:29])=[C:4]([C@:8]([C@@H:16]2[CH2:21][CH2:20][CH2:19][N:18](C(OC(C)(C)C)=O)[CH2:17]2)([OH:15])[CH2:9][CH2:10][CH2:11][CH2:12][O:13][CH3:14])[CH:5]=[CH:6][CH:7]=1.C([O-])(O)=O.[Na+]. The catalyst is C(O)(C(F)(F)F)=O.C(Cl)Cl. The product is [Cl:1][C:2]1[C:3]([F:29])=[C:4]([C@:8]([C@@H:16]2[CH2:21][CH2:20][CH2:19][NH:18][CH2:17]2)([OH:15])[CH2:9][CH2:10][CH2:11][CH2:12][O:13][CH3:14])[CH:5]=[CH:6][CH:7]=1. The yield is 0.910. (3) The reactants are C([O:3][C:4](=O)[CH2:5][C:6]([CH3:11])([CH3:10])[CH:7]([CH3:9])[CH3:8])C.[H-].[H-].[H-].[H-].[Li+].[Al+3]. The catalyst is C(OCC)C. The product is [CH3:10][C:6]([CH3:11])([CH:7]([CH3:9])[CH3:8])[CH2:5][CH2:4][OH:3]. The yield is 1.00. (4) The reactants are [CH2:1]([OH:10])[C@H:2]1[O:7][C:5](=[O:6])[C@H:4]([OH:8])[C@@H:3]1[OH:9].CO.[OH:13][C:14]1[CH:15]=[C:16]([CH:20]=[CH:21][C:22]=1[OH:23])[CH2:17][CH2:18][NH2:19].C(N(CC)CC)C. The catalyst is CC(C)=O. The product is [O:6]=[C:5]([NH2:19])[C@@H:4]([C@@H:3]([C@@H:2]([CH2:1][OH:10])[OH:7])[OH:9])[OH:8].[NH2:19][CH2:18][CH2:17][C:16]1[CH:20]=[CH:21][C:22]([OH:23])=[C:14]([OH:13])[CH:15]=1. The yield is 0.941. (5) The reactants are [NH2:1][C:2]1[CH:7]=[CH:6][C:5]([N:8]2[CH2:13][CH2:12][CH2:11][CH2:10][CH2:9]2)=[CH:4][C:3]=1[C:14]1[CH:19]=[C:18]([NH:20][C:21](=[O:32])[C:22]2[CH:27]=[CH:26][CH:25]=[C:24]([C:28]([F:31])([F:30])[F:29])[CH:23]=2)[CH:17]=[CH:16][N:15]=1.C(N(CC)C(C)C)(C)C.Cl[C:43]([C:45]1[CH:46]=[C:47]([CH:56]=[CH:57][CH:58]=1)[CH2:48][S:49][CH2:50][CH2:51][C:52]([O:54][CH3:55])=[O:53])=[O:44]. The catalyst is ClCCl. The product is [N:8]1([C:5]2[CH:6]=[CH:7][C:2]([NH:1][C:43]([C:45]3[CH:46]=[C:47]([CH:56]=[CH:57][CH:58]=3)[CH2:48][S:49][CH2:50][CH2:51][C:52]([O:54][CH3:55])=[O:53])=[O:44])=[C:3]([C:14]3[CH:19]=[C:18]([NH:20][C:21](=[O:32])[C:22]4[CH:27]=[CH:26][CH:25]=[C:24]([C:28]([F:30])([F:31])[F:29])[CH:23]=4)[CH:17]=[CH:16][N:15]=3)[CH:4]=2)[CH2:9][CH2:10][CH2:11][CH2:12][CH2:13]1. The yield is 0.700. (6) The product is [CH3:1][O:2][C:3]1[CH:4]=[C:5]2[C:10](=[CH:11][C:12]=1[O:13][CH3:14])[N:9]=[CH:8][CH:7]=[C:6]2[O:15][C:16]1[CH:22]=[CH:21][C:19]([NH:20][C:27](=[O:33])[O:26][CH2:24][C:37]2[CH:38]=[CH:39][CH:40]=[CH:41][C:36]=2[CH3:35])=[CH:18][CH:17]=1. The reactants are [CH3:1][O:2][C:3]1[CH:4]=[C:5]2[C:10](=[CH:11][C:12]=1[O:13][CH3:14])[N:9]=[CH:8][CH:7]=[C:6]2[O:15][C:16]1[CH:22]=[CH:21][C:19]([NH2:20])=[CH:18][CH:17]=1.Cl[C:24](Cl)([O:26][C:27](=[O:33])OC(Cl)(Cl)Cl)Cl.[CH3:35][C:36]1[CH:41]=[CH:40][CH:39]=[CH:38][C:37]=1CO.C(=O)(O)[O-].[Na+]. The catalyst is C(Cl)Cl.C(N(CC)CC)C.C1(C)C=CC=CC=1. The yield is 0.880. (7) The reactants are [C:1]([O:7][C:8]([CH3:11])([CH3:10])[CH3:9])(=[O:6])[CH2:2][C:3]([CH3:5])=O.[F:12][C:13]1[C:20]([F:21])=[CH:19][CH:18]=[CH:17][C:14]=1[CH:15]=O.[NH4+:22].[OH-:23]. The catalyst is CCO.C(Cl)Cl. The product is [F:12][C:13]1[C:20]([F:21])=[CH:19][CH:18]=[CH:17][C:14]=1[CH:15]1[C:2]([C:1]([O:7][C:8]([CH3:11])([CH3:10])[CH3:9])=[O:6])=[C:3]([CH3:5])[NH:22][C:3]([CH3:5])=[C:2]1[C:1]([O:7][C:8]([CH3:11])([CH3:10])[CH3:9])=[O:23]. The yield is 0.510.